This data is from Full USPTO retrosynthesis dataset with 1.9M reactions from patents (1976-2016). The task is: Predict the reactants needed to synthesize the given product. (1) Given the product [Cl:24][C:25]1[C:30]([NH:31][S:32]([CH3:35])(=[O:34])=[O:33])=[CH:29][C:28]([C:2]2[CH:11]=[CH:10][C:9]3[N:8]=[CH:7][C:6]4[N:12]([CH3:23])[C:13](=[O:22])[N:14]([C:15]5[C:16]([CH3:21])=[N:17][N:18]([CH3:20])[CH:19]=5)[C:5]=4[C:4]=3[CH:3]=2)=[CH:27][N:26]=1, predict the reactants needed to synthesize it. The reactants are: Br[C:2]1[CH:11]=[CH:10][C:9]2[N:8]=[CH:7][C:6]3[N:12]([CH3:23])[C:13](=[O:22])[N:14]([C:15]4[C:16]([CH3:21])=[N:17][N:18]([CH3:20])[CH:19]=4)[C:5]=3[C:4]=2[CH:3]=1.[Cl:24][C:25]1[C:30]([NH:31][S:32]([CH3:35])(=[O:34])=[O:33])=[CH:29][C:28](B2OC(C)(C)C(C)(C)O2)=[CH:27][N:26]=1. (2) Given the product [N+:8]([C:5]1[CH:4]=[CH:3][C:2]([NH:19][CH2:20][CH2:21][CH2:22][N:23]2[CH2:27][CH2:26][CH2:25][C:24]2=[O:28])=[CH:7][C:6]=1[CH3:12])([O-:10])=[O:9], predict the reactants needed to synthesize it. The reactants are: F[C:2]1[CH:7]=[CH:6][C:5]([N+:8]([O-:10])=[O:9])=[CH:4][C:3]=1C.[CH3:12]N1CCCC1=O.[NH2:19][CH2:20][CH2:21][CH2:22][N:23]1[CH2:27][CH2:26][CH2:25][C:24]1=[O:28].C(N(CC)CC)C. (3) Given the product [Cl:1][C:2]1[CH:27]=[CH:26][C:5]([CH2:6][N:7]2[C:15]3[C:10](=[CH:11][C:12]([CH:16]=[C:17]4[S:21][C:20]([N:34]5[CH2:35][CH:36]([CH3:39])[NH:37][CH2:38][CH:33]5[CH3:32])=[N:19][C:18]4=[O:25])=[CH:13][CH:14]=3)[CH:9]=[N:8]2)=[C:4]([C:28]([F:31])([F:29])[F:30])[CH:3]=1, predict the reactants needed to synthesize it. The reactants are: [Cl:1][C:2]1[CH:27]=[CH:26][C:5]([CH2:6][N:7]2[C:15]3[C:10](=[CH:11][C:12]([CH:16]=[C:17]4[S:21][C:20](SCC)=[N:19][C:18]4=[O:25])=[CH:13][CH:14]=3)[CH:9]=[N:8]2)=[C:4]([C:28]([F:31])([F:30])[F:29])[CH:3]=1.[CH3:32][C@H:33]1[CH2:38][NH:37][C@@H:36]([CH3:39])[CH2:35][NH:34]1. (4) Given the product [Br:1][C:2]1[CH:7]=[CH:6][C:5]([C:8]2[CH:23]=[C:11]3[N:12]=[C:13]([NH:31][N:32]=[CH:8][C:5]4[CH:4]=[CH:3][CH:2]=[C:33]([CH3:34])[CH:6]=4)[CH:14]=[C:15]([N:16]4[CH2:21][CH2:20][O:19][CH2:18][CH2:17]4)[N:10]3[N:9]=2)=[CH:4][CH:3]=1, predict the reactants needed to synthesize it. The reactants are: [Br:1][C:2]1[CH:7]=[CH:6][C:5]([C:8]2[CH:23]=[C:11]3[N:12]=[C:13](Cl)[CH:14]=[C:15]([N:16]4[CH2:21][CH2:20][O:19][CH2:18][CH2:17]4)[N:10]3[N:9]=2)=[CH:4][CH:3]=1.C(=O)([O-])[O-].[K+].[K+].O.[NH2:31][NH2:32].[CH2:33](O)[CH3:34]. (5) Given the product [OH:23][C:21]([CH3:24])([CH3:22])[CH2:20][NH:19][C:14]([C:11]1[S:12][CH:13]=[C:9]([C:7]([N:3]2[CH2:4][CH2:5][CH2:6][C@@H:2]2[CH3:1])=[O:8])[N:10]=1)=[O:16], predict the reactants needed to synthesize it. The reactants are: [CH3:1][C@H:2]1[CH2:6][CH2:5][CH2:4][N:3]1[C:7]([C:9]1[N:10]=[C:11]([C:14]([O:16]CC)=O)[S:12][CH:13]=1)=[O:8].[NH2:19][CH2:20][C:21]([CH3:24])([OH:23])[CH3:22].